This data is from Full USPTO retrosynthesis dataset with 1.9M reactions from patents (1976-2016). The task is: Predict the reactants needed to synthesize the given product. (1) Given the product [F:21][C:22]1[C:30]([F:31])=[CH:29][CH:28]=[C:27]2[C:23]=1[CH2:24][CH2:25][N:26]2[C:16](=[O:18])[CH2:15][C:3]1[N:2]([CH3:1])[C:7](=[O:8])[CH:6]=[C:5]([N:9]2[CH2:10][CH2:11][O:12][CH2:13][CH2:14]2)[N:4]=1, predict the reactants needed to synthesize it. The reactants are: [CH3:1][N:2]1[C:7](=[O:8])[CH:6]=[C:5]([N:9]2[CH2:14][CH2:13][O:12][CH2:11][CH2:10]2)[N:4]=[C:3]1[CH2:15][C:16]([O-:18])=O.[Na+].Cl.[F:21][C:22]1[C:30]([F:31])=[CH:29][CH:28]=[C:27]2[C:23]=1[CH2:24][CH2:25][NH:26]2.Cl.CN(C)CCCN=C=NCC. (2) Given the product [CH2:1]([O:8][C:9]1[N:38]=[CH:13][N:12]([CH2:15][C:16]([C:18]2[CH:23]=[CH:22][C:21]([CH2:24][Br:25])=[CH:20][CH:19]=2)=[O:17])[C:11](=[O:26])[CH:10]=1)[C:2]1[CH:7]=[CH:6][CH:5]=[CH:4][CH:3]=1, predict the reactants needed to synthesize it. The reactants are: [CH2:1]([O:8][C:9]1C=[CH:13][N:12]([CH2:15][C:16]([C:18]2[CH:23]=[CH:22][C:21]([CH2:24][Br:25])=[CH:20][CH:19]=2)=[O:17])[C:11](=[O:26])[CH:10]=1)[C:2]1[CH:7]=[CH:6][CH:5]=[CH:4][CH:3]=1.C(OC1N=C[N:38](CC(C2C=CC(CO)=CC=2)=O)C(=O)C=1)C1C=CC=CC=1.P(Br)(Br)Br. (3) The reactants are: Cl[CH2:2][C:3]1[O:4][C:5]([C:8]2[CH:13]=[CH:12][CH:11]=[CH:10][CH:9]=2)=[N:6][N:7]=1.C(N(CC)C(C)C)(C)C.[O:23]1[CH:27]=[CH:26][CH:25]=[C:24]1[CH2:28][NH:29][CH2:30][C:31]1[CH:36]=[CH:35][C:34]([S:37][C:38]([CH3:47])([CH3:46])[C:39]([O:41][C:42]([CH3:45])([CH3:44])[CH3:43])=[O:40])=[CH:33][CH:32]=1. Given the product [O:23]1[CH:27]=[CH:26][CH:25]=[C:24]1[CH2:28][N:29]([CH2:30][C:31]1[CH:36]=[CH:35][C:34]([S:37][C:38]([CH3:47])([CH3:46])[C:39]([O:41][C:42]([CH3:45])([CH3:44])[CH3:43])=[O:40])=[CH:33][CH:32]=1)[CH2:2][C:3]1[O:4][C:5]([C:8]2[CH:13]=[CH:12][CH:11]=[CH:10][CH:9]=2)=[N:6][N:7]=1, predict the reactants needed to synthesize it. (4) The reactants are: [O:1]1[CH:5]=[CH:4][CH:3]=[C:2]1[C:6]1[O:7][C:8]([CH3:36])=[C:9]([CH2:11][O:12][C:13]2[CH:33]=[CH:32][C:16]([CH2:17][O:18][C:19]3[C:23]([CH:24]=O)=[CH:22][N:21]([C:26]4[CH:31]=[CH:30][CH:29]=[CH:28][CH:27]=4)[N:20]=3)=[CH:15][C:14]=2[O:34][CH3:35])[N:10]=1.[Cl-].[S:38]1[CH:42]=[C:41]([CH2:43][P+](C2C=CC=CC=2)(C2C=CC=CC=2)C2C=CC=CC=2)[N:40]=[CH:39]1.C(=O)([O-])[O-].[K+].[K+].CN(C)C=O. Given the product [O:1]1[CH:5]=[CH:4][CH:3]=[C:2]1[C:6]1[O:7][C:8]([CH3:36])=[C:9]([CH2:11][O:12][C:13]2[CH:33]=[CH:32][C:16]([CH2:17][O:18][C:19]3[C:23](/[CH:24]=[CH:43]\[C:41]4[N:40]=[CH:39][S:38][CH:42]=4)=[CH:22][N:21]([C:26]4[CH:27]=[CH:28][CH:29]=[CH:30][CH:31]=4)[N:20]=3)=[CH:15][C:14]=2[O:34][CH3:35])[N:10]=1, predict the reactants needed to synthesize it. (5) Given the product [CH2:33]([N:21]([CH2:22]/[CH:23]=[CH:24]/[C:25]1[CH:26]=[C:27]([CH:30]=[CH:31][CH:32]=1)[C:28]#[N:29])[C:18]1[CH:19]=[CH:20][C:15]([O:14][CH:11]2[CH2:12][CH2:13][N:8]([C:6]([O:5][C:1]([CH3:4])([CH3:2])[CH3:3])=[O:7])[CH2:9][CH2:10]2)=[CH:16][CH:17]=1)[C:34]1[CH:39]=[CH:38][CH:37]=[CH:36][CH:35]=1, predict the reactants needed to synthesize it. The reactants are: [C:1]([O:5][C:6]([N:8]1[CH2:13][CH2:12][CH:11]([O:14][C:15]2[CH:20]=[CH:19][C:18]([NH:21][CH2:22]/[CH:23]=[CH:24]/[C:25]3[CH:26]=[C:27]([CH:30]=[CH:31][CH:32]=3)[C:28]#[N:29])=[CH:17][CH:16]=2)[CH2:10][CH2:9]1)=[O:7])([CH3:4])([CH3:3])[CH3:2].[CH:33](=O)[C:34]1[CH:39]=[CH:38][CH:37]=[CH:36][CH:35]=1.C(O)(=O)C.C([BH3-])#N.[Na+]. (6) Given the product [CH2:1]([O:3][C@H:4]([CH2:10][C:11]1[CH:12]=[CH:13][C:14]([OH:17])=[CH:15][CH:16]=1)[C:5]([O:7][CH2:8][CH2:9][CH2:18][CH2:19][CH2:20][CH3:21])=[O:6])[CH3:2].[CH2:1]([O:3][C@@H:4]([CH2:10][C:11]1[CH:12]=[CH:13][C:14]([OH:17])=[CH:15][CH:16]=1)[C:5]([O:7][CH2:8][CH3:9])=[O:6])[CH3:2], predict the reactants needed to synthesize it. The reactants are: [CH2:1]([O:3][CH:4]([CH2:10][C:11]1[CH:16]=[CH:15][C:14]([OH:17])=[CH:13][CH:12]=1)[C:5]([O:7][CH2:8][CH3:9])=[O:6])[CH3:2].[CH2:18](O)[CH2:19][CH2:20][CH2:21]CC.C(N(CC)CC)C.C1C(CCCCC(N)=O)SSC1. (7) Given the product [CH3:1][O:2][C:3]1[CH:4]=[CH:5][C:6]2[S:12][CH2:11][CH2:10][N:9]([C:13](=[O:18])[C:14]([OH:16])=[O:15])[CH2:8][C:7]=2[CH:19]=1, predict the reactants needed to synthesize it. The reactants are: [CH3:1][O:2][C:3]1[CH:4]=[CH:5][C:6]2[S:12][CH2:11][CH2:10][N:9]([C:13](=[O:18])[C:14]([O:16]C)=[O:15])[CH2:8][C:7]=2[CH:19]=1.Cl. (8) Given the product [CH3:24][C:20]1[CH:19]=[C:18]([C:17]#[C:16][CH:15]=[O:14])[CH:23]=[CH:22][CH:21]=1, predict the reactants needed to synthesize it. The reactants are: ClC1C=C(C#CC=O)C=CC=1.C([O:14][CH:15](OCC)[C:16]#[C:17][C:18]1[CH:23]=[CH:22][CH:21]=[C:20]([CH3:24])[CH:19]=1)C. (9) Given the product [CH3:1][O:2][CH2:3][O:5][C:6]1[CH:7]=[C:8]([CH:18]=[O:19])[CH:9]=[C:10]2[C:15]=1[O:14][C:13]([CH3:16])([CH3:17])[CH:12]=[CH:11]2, predict the reactants needed to synthesize it. The reactants are: [CH3:1][O:2][CH2:3]Cl.[OH:5][C:6]1[CH:7]=[C:8]([CH:18]=[O:19])[CH:9]=[C:10]2[C:15]=1[O:14][C:13]([CH3:17])([CH3:16])[CH:12]=[CH:11]2.C(N(CC)C(C)C)(C)C.